Dataset: Clinical trial toxicity outcomes and FDA approval status for drugs. Task: Regression/Classification. Given a drug SMILES string, predict its toxicity properties. Task type varies by dataset: regression for continuous values (e.g., LD50, hERG inhibition percentage) or binary classification for toxic/non-toxic outcomes (e.g., AMES mutagenicity, cardiotoxicity, hepatotoxicity). Dataset: clintox. (1) The molecule is OCc1cc(C(O)C[NH2+]CCCCCCOCCCCc2ccccc2)ccc1O. The result is 0 (passed clinical trial). (2) The compound is CCCCc1[nH+]cc(/C=C(\Cc2cccs2)C(=O)[O-])n1Cc1ccc(C(=O)[O-])cc1. The result is 0 (passed clinical trial). (3) The drug is C[NH+]1CCCC(CC2c3ccccc3Sc3ccccc32)C1. The result is 0 (passed clinical trial). (4) The compound is Cc1ccc(C(=O)c2cc(O)c([O-])c([N+](=O)[O-])c2)cc1. The result is 0 (passed clinical trial). (5) The molecule is CC1(C)O[C@@H]2C[C@H]3[C@@H]4CCC5=CC(=O)C=C[C@]5(C)[C@@]4(F)[C@@H](O)C[C@]3(C)[C@]2(C(=O)CO)O1. The result is 0 (passed clinical trial). (6) The compound is C[NH+]1CCN(CCCN2c3ccccc3Sc3ccc(Cl)cc32)CC1. The result is 0 (passed clinical trial). (7) The molecule is CCOC(=O)CC(SP(=S)(OC)OC)C(=O)OCC. The result is 0 (passed clinical trial). (8) The molecule is *C(=O)[C@H](CCCCNC(=O)OCCOC)NC(=O)OCCOC. The result is 0 (passed clinical trial).